Dataset: Reaction yield outcomes from USPTO patents with 853,638 reactions. Task: Predict the reaction yield, written as a fraction of the theoretical maximum amount of product (1.0 means a 100% yield; for example, 0.34 means a 34% yield). (1) The reactants are [CH2:1]([CH:8]([N:16]1C(=O)C2C(=CC=CC=2)C1=O)[CH2:9][C:10]1([CH3:15])[O:14][CH2:13][CH2:12][O:11]1)[C:2]1[CH:7]=[CH:6][CH:5]=[CH:4][CH:3]=1.O.NN.[OH-].[K+]. The catalyst is CO. The product is [CH2:1]([CH:8]([NH2:16])[CH2:9][C:10]1([CH3:15])[O:14][CH2:13][CH2:12][O:11]1)[C:2]1[CH:7]=[CH:6][CH:5]=[CH:4][CH:3]=1. The yield is 0.770. (2) The product is [Br:1][C:2]1[C:7](=[O:8])[N:6]([CH3:9])[N:5]=[C:4]([C:10]([NH:28][O:27][CH2:26][CH:23]2[CH2:25][CH2:24]2)=[O:12])[C:3]=1[NH:14][C:15]1[CH:20]=[CH:19][C:18]([Br:21])=[CH:17][C:16]=1[F:22]. No catalyst specified. The yield is 0.400. The reactants are [Br:1][C:2]1[C:7](=[O:8])[N:6]([CH3:9])[N:5]=[C:4]([C:10]([O:12]C)=O)[C:3]=1[NH:14][C:15]1[CH:20]=[CH:19][C:18]([Br:21])=[CH:17][C:16]=1[F:22].[CH:23]1([CH2:26][O:27][NH2:28])[CH2:25][CH2:24]1. (3) The reactants are Br[C:2]1[C:7](=[O:8])[N:6]([CH2:9][C:10]2[CH:15]=[CH:14][C:13]([C:16]3[C:17]([C:22]#[N:23])=[CH:18][CH:19]=[CH:20][CH:21]=3)=[CH:12][CH:11]=2)[C:5]([CH2:24][CH2:25][CH3:26])=[N:4][C:3]=1[CH3:27].[CH3:28][C:29]1([CH3:41])[CH2:33][C:32]2[CH:34]=[C:35](B(O)O)[CH:36]=[CH:37][C:31]=2[O:30]1.C(=O)([O-])[O-].[Cs+].[Cs+]. The catalyst is O1CCOCC1.C(OCC)(=O)C.C1C=CC(P(C2C=CC=CC=2)[C-]2C=CC=C2)=CC=1.C1C=CC(P(C2C=CC=CC=2)[C-]2C=CC=C2)=CC=1.Cl[Pd]Cl.[Fe+2]. The product is [CH3:28][C:29]1([CH3:41])[CH2:33][C:32]2[CH:34]=[C:35]([C:2]3[C:7](=[O:8])[N:6]([CH2:9][C:10]4[CH:15]=[CH:14][C:13]([C:16]5[C:17]([C:22]#[N:23])=[CH:18][CH:19]=[CH:20][CH:21]=5)=[CH:12][CH:11]=4)[C:5]([CH2:24][CH2:25][CH3:26])=[N:4][C:3]=3[CH3:27])[CH:36]=[CH:37][C:31]=2[O:30]1. The yield is 0.890. (4) No catalyst specified. The yield is 0.600. The reactants are Br[C:2]1[C:3]2[C:4]3[CH:17]=[CH:16][S:15][C:5]=3[C:6](=[O:14])[NH:7][C:8]=2[CH:9]=[CH:10][C:11]=1[O:12][CH3:13].[CH3:18][O:19][C:20]1[CH:26]=[C:25](B2OC(C)(C)C(C)(C)O2)[CH:24]=[CH:23][C:21]=1[NH2:22]. The product is [NH2:22][C:21]1[CH:23]=[CH:24][C:25]([C:2]2[C:3]3[C:4]4[CH:17]=[CH:16][S:15][C:5]=4[C:6](=[O:14])[NH:7][C:8]=3[CH:9]=[CH:10][C:11]=2[O:12][CH3:13])=[CH:26][C:20]=1[O:19][CH3:18]. (5) The reactants are [CH:1]1([C:4]2[N:8]([C:9]([O:11][C:12]([CH3:15])([CH3:14])[CH3:13])=[O:10])[C:7]3[CH:16]=[C:17]([C:21]4[C:22]([CH3:27])=[N:23][O:24][C:25]=4[CH3:26])[CH:18]=[C:19](I)[C:6]=3[N:5]=2)[CH2:3][CH2:2]1.CON(C)[C:31]([CH:33]1[CH2:37][CH2:36][O:35][CH2:34]1)=[O:32].[Li]CCCC. The catalyst is C1COCC1. The product is [CH:1]1([C:4]2[N:8]([C:9]([O:11][C:12]([CH3:15])([CH3:14])[CH3:13])=[O:10])[C:7]3[CH:16]=[C:17]([C:21]4[C:22]([CH3:27])=[N:23][O:24][C:25]=4[CH3:26])[CH:18]=[C:19]([C:31]([CH:33]4[CH2:37][CH2:36][O:35][CH2:34]4)=[O:32])[C:6]=3[N:5]=2)[CH2:3][CH2:2]1. The yield is 0.460. (6) The reactants are Cl[C:2]1[N:7]=[CH:6][N:5]=[C:4]([NH:8][CH2:9][C@@H:10]([C:22]([O:24][C:25]([CH3:28])([CH3:27])[CH3:26])=[O:23])[NH:11][C:12]([O:14][CH2:15][C:16]2[CH:21]=[CH:20][CH:19]=[CH:18][CH:17]=2)=[O:13])[C:3]=1[CH3:29].[NH:30]1[CH2:35][CH2:34][CH:33]([C:36]([O:38][CH3:39])=[O:37])[CH2:32][CH2:31]1.C(OCC)(=O)C.C(=O)(O)[O-].[Na+]. The yield is 0.250. The catalyst is O. The product is [CH3:39][O:38][C:36]([CH:33]1[CH2:34][CH2:35][N:30]([C:2]2[N:7]=[CH:6][N:5]=[C:4]([NH:8][CH2:9][C@@H:10]([C:22]([O:24][C:25]([CH3:28])([CH3:27])[CH3:26])=[O:23])[NH:11][C:12]([O:14][CH2:15][C:16]3[CH:21]=[CH:20][CH:19]=[CH:18][CH:17]=3)=[O:13])[C:3]=2[CH3:29])[CH2:31][CH2:32]1)=[O:37].